Predict the product of the given reaction. From a dataset of Forward reaction prediction with 1.9M reactions from USPTO patents (1976-2016). (1) Given the reactants [NH2:1][C:2]1[C:6]2[CH:7]=[N:8][C:9]3[CH:10]=[C:11]([OH:17])[C:12]([O:15][CH3:16])=[CH:13][C:14]=3[C:5]=2[S:4][C:3]=1[C:18]([O-:20])=[O:19].Cl[CH2:22][CH2:23][CH2:24][N:25]1[CH2:30][CH2:29][O:28][CH2:27][CH2:26]1.[C:31]([O-])([O-])=O.[K+].[K+], predict the reaction product. The product is: [NH2:1][C:2]1[C:6]2[CH:7]=[N:8][C:9]3[CH:10]=[C:11]([O:17][CH2:22][CH2:23][CH2:24][N:25]4[CH2:30][CH2:29][O:28][CH2:27][CH2:26]4)[C:12]([O:15][CH3:16])=[CH:13][C:14]=3[C:5]=2[S:4][C:3]=1[C:18]([O:20][CH3:31])=[O:19]. (2) Given the reactants C(OC1C=CC(C[C@H](NC([C@@H](/C=C/CCCCCCC(F)(F)CCCCCCC)[C@@](O)(CCC)C(O)=O)=O)C(O)=O)=CC=1)C#CC.[C:47]([C@@H:50]([NH:63][C:64]([C@@H:66](/[CH:80]=[CH:81]/[CH2:82][CH2:83][CH2:84][CH2:85][CH2:86][CH2:87][C:88](=[O:96])[CH2:89][CH2:90][CH2:91][CH2:92][CH2:93][CH2:94][CH3:95])[C@@:67]([OH:79])([CH2:75][CH2:76][O:77][CH3:78])[C:68]([O:70]C(C)(C)C)=[O:69])=[O:65])[CH2:51][C:52]1[CH:57]=[CH:56][C:55]([O:58][CH2:59][CH2:60][CH2:61][F:62])=[CH:54][CH:53]=1)([OH:49])=[O:48], predict the reaction product. The product is: [C:47]([C@@H:50]([NH:63][C:64]([C@@H:66](/[CH:80]=[CH:81]/[CH2:82][CH2:83][CH2:84][CH2:85][CH2:86][CH2:87][C:88](=[O:96])[CH2:89][CH2:90][CH2:91][CH2:92][CH2:93][CH2:94][CH3:95])[C@@:67]([OH:79])([CH2:75][CH2:76][O:77][CH3:78])[C:68]([OH:70])=[O:69])=[O:65])[CH2:51][C:52]1[CH:57]=[CH:56][C:55]([O:58][CH2:59][CH2:60][CH2:61][F:62])=[CH:54][CH:53]=1)([OH:49])=[O:48]. (3) Given the reactants [Cl:1][C:2]1[CH:8]=[CH:7][C:6]([N+:9]([O-:11])=[O:10])=[CH:5][C:3]=1[NH2:4].O=[C:13]1[CH2:18][CH2:17][N:16]([C:19]([O:21][C:22]([CH3:25])([CH3:24])[CH3:23])=[O:20])[CH2:15][CH2:14]1.C(O)(=O)C.C(O[BH-](OC(=O)C)OC(=O)C)(=O)C.[Na+], predict the reaction product. The product is: [Cl:1][C:2]1[CH:8]=[CH:7][C:6]([N+:9]([O-:11])=[O:10])=[CH:5][C:3]=1[NH:4][CH:13]1[CH2:18][CH2:17][N:16]([C:19]([O:21][C:22]([CH3:25])([CH3:24])[CH3:23])=[O:20])[CH2:15][CH2:14]1. (4) Given the reactants [CH2:1]([O:8][C:9](=[O:23])[C@H:10]([CH2:19][C:20]([OH:22])=O)[NH:11][C:12]([O:14][C:15]([CH3:18])([CH3:17])[CH3:16])=[O:13])[C:2]1[CH:7]=[CH:6][CH:5]=[CH:4][CH:3]=1.CCN=C=NCCCN(C)C.Cl.[CH:36]1[CH:37]=[CH:38][C:39]2[N:44](O)N=[N:42][C:40]=2[CH:41]=1.C1(N)C=CC=CC=1N, predict the reaction product. The product is: [CH2:1]([O:8][C:9](=[O:23])[C@@H:10]([NH:11][C:12]([O:14][C:15]([CH3:16])([CH3:17])[CH3:18])=[O:13])[CH2:19][C:20](=[O:22])[NH:42][C:40]1[CH:41]=[CH:36][CH:37]=[CH:38][C:39]=1[NH2:44])[C:2]1[CH:3]=[CH:4][CH:5]=[CH:6][CH:7]=1.